From a dataset of Catalyst prediction with 721,799 reactions and 888 catalyst types from USPTO. Predict which catalyst facilitates the given reaction. (1) Product: [Br:1][C:2]1[CH:3]=[C:4]([CH:15]=[C:16]([Cl:18])[CH:17]=1)[O:5][C:6]1[C:7]([CH2:13][CH:30]([C:23]2[C:24]3[C:25](=[N:26][CH:27]=[CH:28][CH:29]=3)[NH:21][N:22]=2)[C:31]([NH2:38])=[O:33])=[N:8][CH:9]=[CH:10][C:11]=1[CH3:12]. The catalyst class is: 3. Reactant: [Br:1][C:2]1[CH:3]=[C:4]([CH:15]=[C:16]([Cl:18])[CH:17]=1)[O:5][C:6]1[C:7]([CH2:13]N)=[N:8][CH:9]=[CH:10][C:11]=1[CH3:12].[Cl-].[NH4+].[NH:21]1[C:25]2=[N:26][CH:27]=[CH:28][CH:29]=[C:24]2[C:23]([CH2:30][C:31]([OH:33])=O)=[N:22]1.C1C=[N:38]C2N(O)N=NC=2C=1.C(Cl)CCl. (2) Reactant: [F:1][C:2]1[CH:3]=[CH:4][C:5]([C:8]([OH:16])([C:10]#[C:11][Si](C)(C)C)[CH3:9])=[N:6][CH:7]=1.[F-].[K+]. Product: [F:1][C:2]1[CH:3]=[CH:4][C:5]([C:8]([OH:16])([C:10]#[CH:11])[CH3:9])=[N:6][CH:7]=1. The catalyst class is: 125. (3) Reactant: [C:1]([O:4][CH:5]([C@@H:7]1[C@@H:16]([O:17][CH2:18][C:19]2[CH:24]=[CH:23][CH:22]=[CH:21][CH:20]=2)[C@H:15]([O:25][CH2:26][C:27]2[CH:32]=[CH:31][CH:30]=[CH:29][CH:28]=2)[C@H:10]2[NH:11][C:12](=O)[O:13][C@H:9]2[CH2:8]1)[CH3:6])(=[O:3])[CH3:2].F[B-](F)(F)F.C[O+](C)C.[CH3:42][NH:43][CH3:44]. Product: [C:1]([O:4][CH:5]([C@@H:7]1[C@@H:16]([O:17][CH2:18][C:19]2[CH:20]=[CH:21][CH:22]=[CH:23][CH:24]=2)[C@H:15]([O:25][CH2:26][C:27]2[CH:28]=[CH:29][CH:30]=[CH:31][CH:32]=2)[C@H:10]2[N:11]=[C:12]([N:43]([CH3:44])[CH3:42])[O:13][C@H:9]2[CH2:8]1)[CH3:6])(=[O:3])[CH3:2]. The catalyst class is: 2. (4) Reactant: Br[CH2:2][C:3]([C:5]1[CH:10]=[CH:9][CH:8]=[C:7]([CH3:11])[CH:6]=1)=[O:4].[OH2:12]. The catalyst class is: 10. Product: [OH:12][CH2:2][C:3]([C:5]1[CH:10]=[CH:9][CH:8]=[C:7]([CH3:11])[CH:6]=1)=[O:4].